This data is from Forward reaction prediction with 1.9M reactions from USPTO patents (1976-2016). The task is: Predict the product of the given reaction. (1) Given the reactants [Br:1][C:2]1[CH:3]=[C:4]2[C:9](=[CH:10][C:11]=1[O:12][CH3:13])[N:8]=[C:7](Cl)[N:6]=[CH:5]2.[NH2:15][C:16]1[CH:27]=[CH:26][C:19]([C:20]([NH:22][CH:23]([CH3:25])[CH3:24])=[O:21])=[CH:18][CH:17]=1, predict the reaction product. The product is: [Br:1][C:2]1[CH:3]=[C:4]2[C:9](=[CH:10][C:11]=1[O:12][CH3:13])[N:8]=[C:7]([NH:15][C:16]1[CH:27]=[CH:26][C:19]([C:20]([NH:22][CH:23]([CH3:24])[CH3:25])=[O:21])=[CH:18][CH:17]=1)[N:6]=[CH:5]2. (2) Given the reactants [Cl:1][C:2]1[C:3]([C:33]([C:36]#[N:37])([CH3:35])[CH3:34])=[CH:4][C:5]([O:30][CH2:31][CH3:32])=[C:6]([C:8]2[N:9]([C:27](Cl)=[O:28])[C@H:10]([C:20]3[CH:25]=[CH:24][C:23]([Cl:26])=[CH:22][CH:21]=3)[C@H:11]([C:13]3[CH:18]=[CH:17][C:16]([Cl:19])=[CH:15][CH:14]=3)[N:12]=2)[CH:7]=1.[CH3:38][N:39]([CH3:49])[C:40](=[O:48])[CH2:41][N:42]1[CH2:47][CH2:46][NH:45][CH2:44][CH2:43]1, predict the reaction product. The product is: [Cl:1][C:2]1[C:3]([C:33]([C:36]#[N:37])([CH3:35])[CH3:34])=[CH:4][C:5]([O:30][CH2:31][CH3:32])=[C:6]([C:8]2[N:9]([C:27]([N:45]3[CH2:44][CH2:43][N:42]([CH2:41][C:40]([N:39]([CH3:49])[CH3:38])=[O:48])[CH2:47][CH2:46]3)=[O:28])[C@H:10]([C:20]3[CH:21]=[CH:22][C:23]([Cl:26])=[CH:24][CH:25]=3)[C@H:11]([C:13]3[CH:18]=[CH:17][C:16]([Cl:19])=[CH:15][CH:14]=3)[N:12]=2)[CH:7]=1. (3) Given the reactants Cl[C:2]1[NH:3][C:4](=[O:12])[C:5]2[C:10]([CH:11]=1)=[CH:9][CH:8]=[CH:7][CH:6]=2.[CH2:13]([N:20]1[CH2:25][CH2:24][NH:23][CH2:22][CH:21]1[CH2:26][OH:27])[C:14]1[CH:19]=[CH:18][CH:17]=[CH:16][CH:15]=1, predict the reaction product. The product is: [CH2:13]([N:20]1[CH2:25][CH2:24][N:23]([C:2]2[NH:3][C:4](=[O:12])[C:5]3[C:10]([CH:11]=2)=[CH:9][CH:8]=[CH:7][CH:6]=3)[CH2:22][CH:21]1[CH2:26][OH:27])[C:14]1[CH:15]=[CH:16][CH:17]=[CH:18][CH:19]=1.